Dataset: Full USPTO retrosynthesis dataset with 1.9M reactions from patents (1976-2016). Task: Predict the reactants needed to synthesize the given product. (1) Given the product [C:23]([C:20]1[CH:21]=[CH:22][C:17]([CH2:15][C:10]2[CH:11]=[CH:12][CH:13]=[CH:14][C:9]=2[OH:8])=[CH:18][CH:19]=1)([CH3:26])([CH3:24])[CH3:25], predict the reactants needed to synthesize it. The reactants are: C([O:8][C:9]1[CH:14]=[CH:13][CH:12]=[CH:11][C:10]=1[CH:15]([C:17]1[CH:22]=[CH:21][C:20]([C:23]([CH3:26])([CH3:25])[CH3:24])=[CH:19][CH:18]=1)O)C1C=CC=CC=1.Cl. (2) The reactants are: [CH3:1][O:2][C:3](=[O:20])[C:4]1[CH:9]=[C:8]([O:10][CH3:11])[C:7]([O:12][CH2:13][CH2:14][CH2:15][Cl:16])=[CH:6][C:5]=1[N+:17]([O-])=O. Given the product [CH3:1][O:2][C:3](=[O:20])[C:4]1[CH:9]=[C:8]([O:10][CH3:11])[C:7]([O:12][CH2:13][CH2:14][CH2:15][Cl:16])=[CH:6][C:5]=1[NH2:17], predict the reactants needed to synthesize it. (3) Given the product [Br:23][C:24]1[CH:25]=[CH:26][C:19]([CH2:20][N:4]2[CH2:3][CH2:2][N:1]([C:7]3[C:12]([C:13]([O:15][CH:16]([CH3:18])[CH3:17])=[O:14])=[CH:11][CH:10]=[CH:9][N:8]=3)[CH2:6][CH2:5]2)=[CH:30][CH:31]=1, predict the reactants needed to synthesize it. The reactants are: [N:1]1([C:7]2[C:12]([C:13]([O:15][CH:16]([CH3:18])[CH3:17])=[O:14])=[CH:11][CH:10]=[CH:9][N:8]=2)[CH2:6][CH2:5][NH:4][CH2:3][CH2:2]1.[C:19](O)(=O)[CH3:20].[Br:23][C:24]1[CH:25]=[C:26](C=[CH:30][CH:31]=1)C=O.C([BH3-])#N. (4) Given the product [NH:12]1[C:20]2[C:15](=[CH:16][CH:17]=[C:18](/[CH:21]=[C:7]3/[C:8](=[O:11])[NH:9][C:10]4[C:6]/3=[CH:5][CH:4]=[CH:3][C:2]=4[NH2:1])[CH:19]=2)[CH:14]=[N:13]1, predict the reactants needed to synthesize it. The reactants are: [NH2:1][C:2]1[CH:3]=[CH:4][CH:5]=[C:6]2[C:10]=1[NH:9][C:8](=[O:11])[CH2:7]2.[NH:12]1[C:20]2[C:15](=[CH:16][CH:17]=[C:18]([CH:21]=O)[CH:19]=2)[CH:14]=[N:13]1.N1CCCCC1. (5) Given the product [CH2:1]([O:8][C:9]1[CH:14]=[CH:13][C:12]([C:15]2([C:16]#[N:17])[CH2:25][CH2:24][CH2:23]2)=[CH:11][C:10]=1[O:18][CH3:19])[C:2]1[CH:7]=[CH:6][CH:5]=[CH:4][CH:3]=1, predict the reactants needed to synthesize it. The reactants are: [CH2:1]([O:8][C:9]1[CH:14]=[CH:13][C:12]([CH2:15][C:16]#[N:17])=[CH:11][C:10]=1[O:18][CH3:19])[C:2]1[CH:7]=[CH:6][CH:5]=[CH:4][CH:3]=1.[OH-].[Na+].Br[CH2:23][CH2:24][CH2:25]Br.